Predict the product of the given reaction. From a dataset of Forward reaction prediction with 1.9M reactions from USPTO patents (1976-2016). (1) Given the reactants [C:1]([O:5][C:6]([N:8]1[CH2:12][CH2:11][C@@H:10]([C:13]([OH:15])=O)[CH2:9]1)=[O:7])([CH3:4])([CH3:3])[CH3:2].[NH2:16][C:17]1[CH:18]=[C:19]([NH:27][C:28]2[N:37]=[CH:36][C:35]3[N:34]([CH3:38])[C:33](=[O:39])[CH2:32][N:31]([CH:40]([CH3:42])[CH3:41])[C:30]=3[N:29]=2)[CH:20]=[C:21]([S:23]([CH3:26])(=[O:25])=[O:24])[CH:22]=1, predict the reaction product. The product is: [C:1]([O:5][C:6]([N:8]1[CH2:12][CH2:11][C@@H:10]([C:13](=[O:15])[NH:16][C:17]2[CH:22]=[C:21]([S:23]([CH3:26])(=[O:24])=[O:25])[CH:20]=[C:19]([NH:27][C:28]3[N:37]=[CH:36][C:35]4[N:34]([CH3:38])[C:33](=[O:39])[CH2:32][N:31]([CH:40]([CH3:42])[CH3:41])[C:30]=4[N:29]=3)[CH:18]=2)[CH2:9]1)=[O:7])([CH3:2])([CH3:3])[CH3:4]. (2) Given the reactants [CH2:1]([N:3]1[C:7]2=[N:8][C:9]([CH2:32][CH3:33])=[C:10]([CH2:19][NH:20][C:21]([C:23]3[CH:24]=[C:25]([CH:29]=[CH:30][CH:31]=3)[C:26]([OH:28])=O)=[O:22])[C:11]([NH:12][CH:13]3[CH2:18][CH2:17][O:16][CH2:15][CH2:14]3)=[C:6]2[CH:5]=[N:4]1)[CH3:2].Cl.Cl.[CH3:36][N:37]1[CH:42]2[CH2:43][CH2:44][CH:38]1[CH2:39][CH:40]([CH2:45][C:46]1[CH:47]=[C:48]([C:52]3[CH:57]=[CH:56][CH:55]=[C:54]([CH2:58][NH2:59])[CH:53]=3)[CH:49]=[CH:50][CH:51]=1)[CH2:41]2.CN(C(ON1N=NC2C=CC=CC1=2)=[N+](C)C)C.F[P-](F)(F)(F)(F)F, predict the reaction product. The product is: [CH2:1]([N:3]1[C:7]2=[N:8][C:9]([CH2:32][CH3:33])=[C:10]([CH2:19][NH:20][C:21]([C:23]3[CH:31]=[CH:30][CH:29]=[C:25]([C:26]([NH:59][CH2:58][C:54]4[CH:53]=[C:52]([C:48]5[CH:49]=[CH:50][CH:51]=[C:46]([CH2:45][CH:40]6[CH2:39][CH:38]7[N:37]([CH3:36])[CH:42]([CH2:43][CH2:44]7)[CH2:41]6)[CH:47]=5)[CH:57]=[CH:56][CH:55]=4)=[O:28])[CH:24]=3)=[O:22])[C:11]([NH:12][CH:13]3[CH2:14][CH2:15][O:16][CH2:17][CH2:18]3)=[C:6]2[CH:5]=[N:4]1)[CH3:2].